Dataset: Catalyst prediction with 721,799 reactions and 888 catalyst types from USPTO. Task: Predict which catalyst facilitates the given reaction. (1) Reactant: [CH:1]([N:14]1[CH2:17][CH:16]([C:18](=[CH2:25])[C:19]([CH2:23][CH3:24])=[C:20](Br)[CH3:21])[CH2:15]1)([C:8]1[CH:13]=[CH:12][CH:11]=[CH:10][CH:9]=1)[C:2]1[CH:7]=[CH:6][CH:5]=[CH:4][CH:3]=1.[B:26]1([B:26]2[O:30][C:29]([CH3:32])([CH3:31])[C:28]([CH3:34])([CH3:33])[O:27]2)[O:30][C:29]([CH3:32])([CH3:31])[C:28]([CH3:34])([CH3:33])[O:27]1.[C:44]([O-])(=O)C.[K+]. Product: [CH:1]([N:14]1[CH2:17][CH:16]([C:18]2[CH:25]=[CH:44][CH:21]=[C:20]([B:26]3[O:30][C:29]([CH3:32])([CH3:31])[C:28]([CH3:34])([CH3:33])[O:27]3)[C:19]=2[CH2:23][CH3:24])[CH2:15]1)([C:8]1[CH:13]=[CH:12][CH:11]=[CH:10][CH:9]=1)[C:2]1[CH:7]=[CH:6][CH:5]=[CH:4][CH:3]=1. The catalyst class is: 16. (2) Reactant: C([O:8][CH2:9][CH:10]([CH2:30][O:31]CC1C=CC=CC=1)[O:11][C:12]1[CH:17]=[CH:16][C:15]([C@@H:18]([NH:22][C:23]([O:25][C:26]([CH3:29])([CH3:28])[CH3:27])=[O:24])[C:19]([OH:21])=[O:20])=[CH:14][CH:13]=1)C1C=CC=CC=1. Product: [C:26]([O:25][C:23]([NH:22][C@H:18]([C:15]1[CH:16]=[CH:17][C:12]([O:11][CH:10]([CH2:9][OH:8])[CH2:30][OH:31])=[CH:13][CH:14]=1)[C:19]([OH:21])=[O:20])=[O:24])([CH3:29])([CH3:28])[CH3:27]. The catalyst class is: 5. (3) Reactant: Br[CH2:2][C:3]([C:5]1[CH:6]=[CH:7][C:8]([NH:11]S(C2C=CC3OCCOC=3C=2)(=O)=O)=[N:9][CH:10]=1)=[O:4].C(C1C=CC(NS(C2C=CC3OCCOC=3C=2)(=O)=O)=NC=1)(=O)C.Br.C(O)(=O)C.[Br-].[Br-].[Br-].C1([N+](C)(C)C)C=CC=CC=1.C1([N+](C)(C)C)C=CC=CC=1.C1([N+](C)(C)C)C=CC=CC=1. Product: [NH2:11][C:8]1[N:9]=[CH:10][C:5]([C:3](=[O:4])[CH3:2])=[CH:6][CH:7]=1. The catalyst class is: 3. (4) Reactant: [CH:1]1[C:6]([C:7]2[CH:12]=[CH:11][C:10]3[C:13]([O:15][C:16](=[O:17])[C:9]=3[CH:8]=2)=[O:14])=[CH:5][C:4]2[C:18]([O:20][C:21](=[O:22])[C:3]=2[CH:2]=1)=[O:19].C1C(N)=CC=C(N)C=1.CN1C(=O)CCC1. Product: [CH:12]1[C:7]2[C:6]3[CH:1]=[CH:2][C:3]4[C:21]([O:20][C:18](=[O:19])[C:10](=[C:9]([C:16](=[O:17])[O:15][C:13](=[O:14])[C:4]=4[CH:5]=3)[CH:8]=2)[CH:11]=1)=[O:22]. The catalyst class is: 60. (5) Reactant: [NH:1]1[C:9]2[C:4](=[CH:5][C:6]([NH:10][C:11]3[CH:20]=[CH:19][C:18]([CH:21]4[CH2:23][CH2:22]4)=[CH:17][C:12]=3[C:13]([O:15][CH3:16])=[O:14])=[CH:7][CH:8]=2)[CH:3]=[CH:2]1.CC(C)([O-])C.[K+].[I:30][C:31]1[CH:38]=[CH:37][C:34]([CH2:35]Br)=[CH:33][CH:32]=1.C(OCC)(=O)C. Product: [CH:21]1([C:18]2[CH:19]=[CH:20][C:11]([NH:10][C:6]3[CH:5]=[C:4]4[C:9](=[CH:8][CH:7]=3)[N:1]([CH2:35][C:34]3[CH:37]=[CH:38][C:31]([I:30])=[CH:32][CH:33]=3)[CH:2]=[CH:3]4)=[C:12]([CH:17]=2)[C:13]([O:15][CH3:16])=[O:14])[CH2:23][CH2:22]1. The catalyst class is: 395. (6) Reactant: [CH:1]([NH:4]C(C)C)(C)C.[Li]CCCC.COC1[CH:30]=[CH:29][C:18]([CH2:19][N:20]2[CH:24]=[CH:23][C:22]([C:25]([F:28])([F:27])[F:26])=[N:21]2)=CC=1. Product: [CH:18]1([CH2:19][N:20]2[C:24]([CH2:1][NH2:4])=[CH:23][C:22]([C:25]([F:26])([F:27])[F:28])=[N:21]2)[CH2:29][CH2:30]1. The catalyst class is: 1.